Regression. Given a peptide amino acid sequence and an MHC pseudo amino acid sequence, predict their binding affinity value. This is MHC class II binding data. From a dataset of Peptide-MHC class II binding affinity with 134,281 pairs from IEDB. (1) The peptide sequence is ERRNKYLEEHPSAGK. The MHC is DRB1_0701 with pseudo-sequence DRB1_0701. The binding affinity (normalized) is 0.267. (2) The peptide sequence is AFKVRATAANAAPAN. The MHC is DRB1_0701 with pseudo-sequence DRB1_0701. The binding affinity (normalized) is 0.589.